From a dataset of Peptide-MHC class II binding affinity with 134,281 pairs from IEDB. Regression. Given a peptide amino acid sequence and an MHC pseudo amino acid sequence, predict their binding affinity value. This is MHC class II binding data. (1) The peptide sequence is EEQEQWKTANEAVQD. The MHC is HLA-DQA10501-DQB10302 with pseudo-sequence HLA-DQA10501-DQB10302. The binding affinity (normalized) is 0.326. (2) The peptide sequence is EKLKKVLEVYEARLS. The MHC is DRB1_1101 with pseudo-sequence DRB1_1101. The binding affinity (normalized) is 0.327.